This data is from Catalyst prediction with 721,799 reactions and 888 catalyst types from USPTO. The task is: Predict which catalyst facilitates the given reaction. (1) Reactant: [F:1][CH:2]([F:28])[C:3]1[CH:12]=[C:11]2[C:6]([CH2:7][CH2:8][CH2:9][N:10]2[C:13]2[C:17]3[CH2:18][NH:19][CH2:20][CH2:21][C:16]=3[NH:15][N:14]=2)=[CH:5][C:4]=1[C:22]1[CH:23]=[N:24][N:25]([CH3:27])[CH:26]=1.C(N(CC)CC)C.[C:36](OC(=O)C)(=[O:38])[CH3:37]. Product: [F:28][CH:2]([F:1])[C:3]1[CH:12]=[C:11]2[C:6]([CH2:7][CH2:8][CH2:9][N:10]2[C:13]2[C:17]3[CH2:18][N:19]([C:36](=[O:38])[CH3:37])[CH2:20][CH2:21][C:16]=3[NH:15][N:14]=2)=[CH:5][C:4]=1[C:22]1[CH:23]=[N:24][N:25]([CH3:27])[CH:26]=1. The catalyst class is: 2. (2) Reactant: [CH2:1]([N:3]([CH2:45][CH3:46])[C:4]1[CH:9]=[CH:8][C:7]([NH:10][C:11]([C:13]2[CH:14]=[C:15]([CH:23]=[CH:24][CH:25]=2)[C:16]([O:18]C(C)(C)C)=[O:17])=[O:12])=[C:6]([C:26]2[CH:31]=[C:30]([C:32](=[O:44])[NH:33][C@@H:34]3[C:43]4[C:38](=[CH:39][CH:40]=[CH:41][CH:42]=4)[CH2:37][CH2:36][CH2:35]3)[CH:29]=[CH:28][N:27]=2)[CH:5]=1)[CH3:2].Cl. Product: [CH2:45]([N:3]([CH2:1][CH3:2])[C:4]1[CH:9]=[CH:8][C:7]([NH:10][C:11]([C:13]2[CH:14]=[C:15]([CH:23]=[CH:24][CH:25]=2)[C:16]([OH:18])=[O:17])=[O:12])=[C:6]([C:26]2[CH:31]=[C:30]([C:32](=[O:44])[NH:33][C@@H:34]3[C:43]4[C:38](=[CH:39][CH:40]=[CH:41][CH:42]=4)[CH2:37][CH2:36][CH2:35]3)[CH:29]=[CH:28][N:27]=2)[CH:5]=1)[CH3:46]. The catalyst class is: 12. (3) Reactant: [C:1]([O:5][C:6]([N:8]([C:43]1[CH:48]=[CH:47][C:46]([O:49][CH2:50][CH3:51])=[CH:45][CH:44]=1)[C:9]1[N:14]2[N:15]=[CH:16][CH:17]=[C:13]2[N:12]=[C:11]([NH:18][C@H:19]2[CH2:24][CH2:23][CH2:22][N:21]([C:25]([O:27][C:28]([CH3:31])([CH3:30])[CH3:29])=[O:26])[CH2:20]2)[C:10]=1[CH2:32][CH2:33][CH2:34][O:35][Si](C(C)(C)C)(C)C)=[O:7])([CH3:4])([CH3:3])[CH3:2].[F-].C([N+](CCCC)(CCCC)CCCC)CCC. Product: [C:1]([O:5][C:6]([N:8]([C:43]1[CH:44]=[CH:45][C:46]([O:49][CH2:50][CH3:51])=[CH:47][CH:48]=1)[C:9]1[N:14]2[N:15]=[CH:16][CH:17]=[C:13]2[N:12]=[C:11]([NH:18][C@H:19]2[CH2:24][CH2:23][CH2:22][N:21]([C:25]([O:27][C:28]([CH3:29])([CH3:31])[CH3:30])=[O:26])[CH2:20]2)[C:10]=1[CH2:32][CH2:33][CH2:34][OH:35])=[O:7])([CH3:2])([CH3:3])[CH3:4]. The catalyst class is: 7. (4) Reactant: [Cl:1][C:2]1[CH:7]=[CH:6][C:5]([S:8]([CH2:11][C:12]2[CH:17]=[C:16]([F:18])[CH:15]=[CH:14][C:13]=2[F:19])(=[O:10])=[O:9])=[CH:4][CH:3]=1.[CH3:20][S:21][CH2:22][CH2:23][CH2:24][CH2:25]O.C(C=P(CCCC)(CCCC)CCCC)#N.CCCCCC. Product: [Cl:1][C:2]1[CH:7]=[CH:6][C:5]([S:8]([CH:11]([C:12]2[CH:17]=[C:16]([F:18])[CH:15]=[CH:14][C:13]=2[F:19])[CH2:25][CH2:24][CH2:23][CH2:22][S:21][CH3:20])(=[O:10])=[O:9])=[CH:4][CH:3]=1. The catalyst class is: 11. (5) Reactant: [NH2:1][C:2]([O:4][CH2:5][CH3:6])=[O:3].[CH:7]1[C:20]2[CH:19]([C:21](Cl)=[O:22])[C:18]3[C:13](=[CH:14][CH:15]=[CH:16][CH:17]=3)[O:12][C:11]=2[CH:10]=[CH:9][CH:8]=1. Product: [CH2:5]([O:4][C:2](=[O:3])[NH:1][C:21]([CH:19]1[C:20]2[CH:7]=[CH:8][CH:9]=[CH:10][C:11]=2[O:12][C:13]2[C:18]1=[CH:17][CH:16]=[CH:15][CH:14]=2)=[O:22])[CH3:6]. The catalyst class is: 377.